Dataset: Catalyst prediction with 721,799 reactions and 888 catalyst types from USPTO. Task: Predict which catalyst facilitates the given reaction. (1) Reactant: [F:1][C:2]1[CH:3]=[C:4]([NH2:19])[CH:5]=[CH:6][C:7]=1[O:8][C:9]1[CH:17]=[CH:16][CH:15]=[C:14]2[C:10]=1[C:11]([CH3:18])=[N:12][NH:13]2.Cl[C:21]1[CH:26]=[C:25]([C:27]2[CH:32]=[CH:31][N:30]=[CH:29][CH:28]=2)[N:24]=[C:23]([NH2:33])[N:22]=1.Cl. Product: [NH2:33][C:23]1[N:22]=[C:21]([NH:19][C:4]2[CH:5]=[CH:6][C:7]([O:8][C:9]3[CH:17]=[CH:16][CH:15]=[C:14]4[C:10]=3[C:11]([CH3:18])=[N:12][NH:13]4)=[C:2]([F:1])[CH:3]=2)[CH:26]=[C:25]([C:27]2[CH:32]=[CH:31][N:30]=[CH:29][CH:28]=2)[N:24]=1. The catalyst class is: 6. (2) Reactant: [H-].[Al+3].[Li+].[H-].[H-].[H-].C[O:8][C:9](=O)[C:10]1[CH:15]=[CH:14][C:13]([CH2:16][NH:17][C:18]([O:20][C:21]([CH3:24])([CH3:23])[CH3:22])=[O:19])=[CH:12][CH:11]=1.O.O.O.O.O.O.O.O.O.O.S([O-])([O-])(=O)=O.[Na+].[Na+]. Product: [C:21]([O:20][C:18](=[O:19])[NH:17][CH2:16][C:13]1[CH:12]=[CH:11][C:10]([CH2:9][OH:8])=[CH:15][CH:14]=1)([CH3:24])([CH3:22])[CH3:23]. The catalyst class is: 1. (3) Reactant: Cl[CH:2]([C:14]1[CH:19]=[CH:18][CH:17]=[CH:16][CH:15]=1)[C:3]([C:5]1[C:13]2[C:8](=[CH:9][CH:10]=[CH:11][CH:12]=2)[NH:7][CH:6]=1)=[O:4].[CH3:20][N:21]([CH3:34])[CH2:22][CH2:23][O:24][C:25]1[CH:26]=[C:27]([CH:29]=[C:30]([O:32][CH3:33])[CH:31]=1)[NH2:28]. Product: [CH3:34][N:21]([CH3:20])[CH2:22][CH2:23][O:24][C:25]1[CH:26]=[C:27]([NH:28][CH:2]([C:14]2[CH:19]=[CH:18][CH:17]=[CH:16][CH:15]=2)[C:3]([C:5]2[C:13]3[C:8](=[CH:9][CH:10]=[CH:11][CH:12]=3)[NH:7][CH:6]=2)=[O:4])[CH:29]=[C:30]([O:32][CH3:33])[CH:31]=1. The catalyst class is: 10.